From a dataset of NCI-60 drug combinations with 297,098 pairs across 59 cell lines. Regression. Given two drug SMILES strings and cell line genomic features, predict the synergy score measuring deviation from expected non-interaction effect. (1) Drug 1: CC1=C(C=C(C=C1)C(=O)NC2=CC(=CC(=C2)C(F)(F)F)N3C=C(N=C3)C)NC4=NC=CC(=N4)C5=CN=CC=C5. Drug 2: CN(C(=O)NC(C=O)C(C(C(CO)O)O)O)N=O. Cell line: NCIH23. Synergy scores: CSS=5.01, Synergy_ZIP=-2.04, Synergy_Bliss=-1.92, Synergy_Loewe=-3.60, Synergy_HSA=-2.48. (2) Drug 1: C1C(C(OC1N2C=NC3=C(N=C(N=C32)Cl)N)CO)O. Drug 2: C1C(C(OC1N2C=NC(=NC2=O)N)CO)O. Cell line: HL-60(TB). Synergy scores: CSS=60.4, Synergy_ZIP=6.89, Synergy_Bliss=6.60, Synergy_Loewe=6.25, Synergy_HSA=7.96. (3) Drug 1: CC(C1=C(C=CC(=C1Cl)F)Cl)OC2=C(N=CC(=C2)C3=CN(N=C3)C4CCNCC4)N. Drug 2: CN(CC1=CN=C2C(=N1)C(=NC(=N2)N)N)C3=CC=C(C=C3)C(=O)NC(CCC(=O)O)C(=O)O. Cell line: UO-31. Synergy scores: CSS=13.3, Synergy_ZIP=-12.7, Synergy_Bliss=-7.22, Synergy_Loewe=-11.5, Synergy_HSA=-5.98. (4) Drug 1: CC1=CC2C(CCC3(C2CCC3(C(=O)C)OC(=O)C)C)C4(C1=CC(=O)CC4)C. Drug 2: CC1=C(N=C(N=C1N)C(CC(=O)N)NCC(C(=O)N)N)C(=O)NC(C(C2=CN=CN2)OC3C(C(C(C(O3)CO)O)O)OC4C(C(C(C(O4)CO)O)OC(=O)N)O)C(=O)NC(C)C(C(C)C(=O)NC(C(C)O)C(=O)NCCC5=NC(=CS5)C6=NC(=CS6)C(=O)NCCC[S+](C)C)O. Cell line: U251. Synergy scores: CSS=5.21, Synergy_ZIP=-2.07, Synergy_Bliss=0.360, Synergy_Loewe=-5.80, Synergy_HSA=0.611. (5) Cell line: NCI-H460. Drug 1: C1C(C(OC1N2C=C(C(=O)NC2=O)F)CO)O. Drug 2: C1=CC=C(C=C1)NC(=O)CCCCCCC(=O)NO. Synergy scores: CSS=59.0, Synergy_ZIP=5.75, Synergy_Bliss=7.49, Synergy_Loewe=-1.00, Synergy_HSA=6.74.